Dataset: Catalyst prediction with 721,799 reactions and 888 catalyst types from USPTO. Task: Predict which catalyst facilitates the given reaction. Reactant: Br[C:2]1[CH:7]=[C:6]([N+:8]([O-:10])=[O:9])[CH:5]=[C:4]([C:11]#[N:12])[C:3]=1[N:13]=[N:14][C:15]1[CH:20]=[C:19]([O:21][CH3:22])[C:18]([N:23]([CH2:42][CH2:43][CH2:44][CH2:45][CH2:46][CH2:47][CH2:48][CH2:49][CH2:50][CH2:51][CH2:52][CH2:53][CH2:54][CH2:55][CH2:56][CH2:57][CH2:58][CH3:59])[CH2:24][CH2:25][CH2:26][CH2:27][CH2:28][CH2:29][CH2:30][CH2:31][CH2:32][CH2:33][CH2:34][CH2:35][CH2:36][CH2:37][CH2:38][CH2:39][CH2:40][CH3:41])=[CH:17][C:16]=1[NH:60][C:61](=[O:63])[CH3:62].[Cu][C:65]#[N:66].CN1CCCC1=O.C1(C)C=CC=CC=1. Product: [C:65]([C:2]1[CH:7]=[C:6]([N+:8]([O-:10])=[O:9])[CH:5]=[C:4]([C:11]#[N:12])[C:3]=1[N:13]=[N:14][C:15]1[CH:20]=[C:19]([O:21][CH3:22])[C:18]([N:23]([CH2:42][CH2:43][CH2:44][CH2:45][CH2:46][CH2:47][CH2:48][CH2:49][CH2:50][CH2:51][CH2:52][CH2:53][CH2:54][CH2:55][CH2:56][CH2:57][CH2:58][CH3:59])[CH2:24][CH2:25][CH2:26][CH2:27][CH2:28][CH2:29][CH2:30][CH2:31][CH2:32][CH2:33][CH2:34][CH2:35][CH2:36][CH2:37][CH2:38][CH2:39][CH2:40][CH3:41])=[CH:17][C:16]=1[NH:60][C:61](=[O:63])[CH3:62])#[N:66]. The catalyst class is: 5.